Dataset: Forward reaction prediction with 1.9M reactions from USPTO patents (1976-2016). Task: Predict the product of the given reaction. Given the reactants C([O-])([O-])=O.[Na+].[Na+].O.C1COCC1.Cl[C:14]([O:16][CH2:17][CH3:18])=[O:15].[NH2:19][CH:20]([CH2:23][OH:24])[CH2:21][OH:22], predict the reaction product. The product is: [OH:22][CH2:21][CH:20]([NH:19][C:14](=[O:15])[O:16][CH2:17][CH3:18])[CH2:23][OH:24].